Dataset: Merck oncology drug combination screen with 23,052 pairs across 39 cell lines. Task: Regression. Given two drug SMILES strings and cell line genomic features, predict the synergy score measuring deviation from expected non-interaction effect. Drug 1: CN1C(=O)C=CC2(C)C3CCC4(C)C(NC(=O)OCC(F)(F)F)CCC4C3CCC12. Drug 2: CC1(c2nc3c(C(N)=O)cccc3[nH]2)CCCN1. Cell line: CAOV3. Synergy scores: synergy=6.06.